This data is from Catalyst prediction with 721,799 reactions and 888 catalyst types from USPTO. The task is: Predict which catalyst facilitates the given reaction. (1) Reactant: [Cl:1][C:2]1[N:10]=[CH:9][CH:8]=[CH:7][C:3]=1[C:4](O)=O.[Cl:11][C:12]1[CH:13]=[C:14]([NH2:20])[C:15]([NH2:19])=[CH:16][C:17]=1[Cl:18]. Product: [Cl:11][C:12]1[C:17]([Cl:18])=[CH:16][C:15]2[NH:19][C:4]([C:3]3[C:2]([Cl:1])=[N:10][CH:9]=[CH:8][CH:7]=3)=[N:20][C:14]=2[CH:13]=1. The catalyst class is: 265. (2) Reactant: [CH2:1]([CH:3]([C:6]1[N:11]2[N:12]=[C:13]([CH3:22])[C:14]([C:15]3[S:19][C:18](Cl)=[N:17][C:16]=3[Cl:21])=[C:10]2[N:9]=[C:8]([CH3:23])[CH:7]=1)[CH2:4][CH3:5])[CH3:2].CC(O)C.[NH:28]1[CH2:33][CH2:32][O:31][CH2:30][CH2:29]1. Product: [CH2:1]([CH:3]([C:6]1[N:11]2[N:12]=[C:13]([CH3:22])[C:14]([C:15]3[S:19][C:18]([N:28]4[CH2:33][CH2:32][O:31][CH2:30][CH2:29]4)=[N:17][C:16]=3[Cl:21])=[C:10]2[N:9]=[C:8]([CH3:23])[CH:7]=1)[CH2:4][CH3:5])[CH3:2]. The catalyst class is: 6. (3) Reactant: [NH2:1][C:2]1[CH:7]=[CH:6][C:5]([C:8]#[N:9])=[CH:4][N:3]=1.C(N(CC)CC)C.[Cl:17][CH:18]([CH3:22])[C:19](Cl)=[O:20]. Product: [Cl:17][CH:18]([CH3:22])[C:19]([NH:1][C:2]1[CH:7]=[CH:6][C:5]([C:8]#[N:9])=[CH:4][N:3]=1)=[O:20]. The catalyst class is: 4. (4) Reactant: [CH2:1]([C:8]1[O:12][C:11]([C@H:13]2[CH2:17][CH2:16][C@H:15]([NH:18]C(=O)OC(C)(C)C)[CH2:14]2)=[N:10][N:9]=1)[C:2]1[CH:7]=[CH:6][CH:5]=[CH:4][CH:3]=1.Cl. Product: [CH2:1]([C:8]1[O:12][C:11]([C@H:13]2[CH2:17][CH2:16][C@H:15]([NH2:18])[CH2:14]2)=[N:10][N:9]=1)[C:2]1[CH:7]=[CH:6][CH:5]=[CH:4][CH:3]=1. The catalyst class is: 13. (5) Reactant: [Br:1]N1C(=O)CCC1=O.[CH:9]1([O:14][C:15]2[C:16]([O:35][CH3:36])=[CH:17][CH:18]=[C:19]3[C:24]=2[NH:23][C:22](=[O:25])[CH:21]=[C:20]3[NH:26][C:27]2[C:32]([Cl:33])=[CH:31][N:30]=[CH:29][C:28]=2[Cl:34])[CH2:13][CH2:12][CH2:11][CH2:10]1.CN(C)C=O. Product: [Br:1][C:21]1[C:22](=[O:25])[NH:23][C:24]2[C:19]([C:20]=1[NH:26][C:27]1[C:32]([Cl:33])=[CH:31][N:30]=[CH:29][C:28]=1[Cl:34])=[CH:18][CH:17]=[C:16]([O:35][CH3:36])[C:15]=2[O:14][CH:9]1[CH2:10][CH2:11][CH2:12][CH2:13]1. The catalyst class is: 6. (6) Product: [CH3:22][O:21][C:19]([C:18]1[CH:23]=[CH:24][C:15]([CH2:14][N:9]2[CH2:8][CH2:7][NH:12][C:10]2=[O:11])=[CH:16][CH:17]=1)=[O:20]. Reactant: C(=O)([O-])[O-].[K+].[K+].[CH2:7]1[NH:12][C:10](=[O:11])[NH:9][CH2:8]1.Br[CH2:14][C:15]1[CH:24]=[CH:23][C:18]([C:19]([O:21][CH3:22])=[O:20])=[CH:17][CH:16]=1. The catalyst class is: 639. (7) Product: [CH3:23][O:24][C:25]1[CH:26]=[C:27]([C:2]2[CH:7]=[N:6][C:5]3=[C:8]([NH:11][CH:12]4[CH2:17][CH2:16][N:15]([C:18]([O:20][CH2:21][CH3:22])=[O:19])[CH2:14][CH2:13]4)[S:9][N:10]=[C:4]3[CH:3]=2)[CH:28]=[CH:29][C:30]=1[O:31][CH3:32]. Reactant: Br[C:2]1[CH:7]=[N:6][C:5]2=[C:8]([NH:11][CH:12]3[CH2:17][CH2:16][N:15]([C:18]([O:20][CH2:21][CH3:22])=[O:19])[CH2:14][CH2:13]3)[S:9][N:10]=[C:4]2[CH:3]=1.[CH3:23][O:24][C:25]1[CH:26]=[C:27](B(O)O)[CH:28]=[CH:29][C:30]=1[O:31][CH3:32].C([O-])([O-])=O.[K+].[K+]. The catalyst class is: 73. (8) Reactant: Cl[C:2]1[C:11]2=[N:12][N:13](CC3C=CC(OC)=CC=3)[CH:14]=[C:10]2[C:9]2[CH:8]=[CH:7][CH:6]=[C:5]([O:24][CH3:25])[C:4]=2[N:3]=1.[NH2:26][C:27]1[CH:32]=[CH:31][C:30]([CH3:33])=[CH:29][CH:28]=1.Cl. Product: [CH3:25][O:24][C:5]1[C:4]2[N:3]=[C:2]([NH:26][C:27]3[CH:32]=[CH:31][C:30]([CH3:33])=[CH:29][CH:28]=3)[C:11]3=[N:12][NH:13][CH:14]=[C:10]3[C:9]=2[CH:8]=[CH:7][CH:6]=1. The catalyst class is: 71. (9) Reactant: C([O:3][C:4]([C:6]1[N:10]([CH2:11][C:12]2[CH:17]=[CH:16][CH:15]=[C:14]([Cl:18])[CH:13]=2)[C:9]2[CH:19]=[C:20]([C:22]#[C:23][C:24]3[CH:29]=[CH:28][CH:27]=[CH:26][CH:25]=3)[S:21][C:8]=2[CH:7]=1)=[O:5])C.[OH-].[K+].Cl. Product: [Cl:18][C:14]1[CH:13]=[C:12]([CH:17]=[CH:16][CH:15]=1)[CH2:11][N:10]1[C:6]([C:4]([OH:5])=[O:3])=[CH:7][C:8]2[S:21][C:20]([C:22]#[C:23][C:24]3[CH:29]=[CH:28][CH:27]=[CH:26][CH:25]=3)=[CH:19][C:9]1=2. The catalyst class is: 12. (10) Reactant: [CH2:1]([O:8][C:9]1[N:14]=[CH:13][C:12]([CH:15]([NH:19][C:20]2[CH:25]=[CH:24][CH:23]=[CH:22][CH:21]=2)[C:16]([OH:18])=[O:17])=[CH:11][CH:10]=1)[C:2]1[CH:7]=[CH:6][CH:5]=[CH:4][CH:3]=1.C1CCC(N=C=NC2CCCCC2)CC1.N1(O)C2C=CC=CC=2N=N1.[N:51]12[CH2:58][CH2:57][CH:54]([CH2:55][CH2:56]1)[C@@H:53](O)[CH2:52]2. Product: [CH2:1]([O:8][C:9]1[N:14]=[CH:13][C:12]([CH:15]([NH:19][C:20]2[CH:25]=[CH:24][CH:23]=[CH:22][CH:21]=2)[C:16]([O:18][C@@H:53]2[CH:54]3[CH2:57][CH2:58][N:51]([CH2:56][CH2:55]3)[CH2:52]2)=[O:17])=[CH:11][CH:10]=1)[C:2]1[CH:3]=[CH:4][CH:5]=[CH:6][CH:7]=1. The catalyst class is: 1.